Dataset: Full USPTO retrosynthesis dataset with 1.9M reactions from patents (1976-2016). Task: Predict the reactants needed to synthesize the given product. (1) The reactants are: [O:1]1[CH2:6][CH2:5][CH2:4][CH2:3][CH:2]1[O:7][CH2:8][CH2:9][OH:10].[H-].[Na+].Cl[C:14]1[C:19]([C:20]#[N:21])=[CH:18][N:17]=[C:16]([Cl:22])[CH:15]=1. Given the product [Cl:22][C:16]1[CH:15]=[C:14]([O:10][CH2:9][CH2:8][O:7][CH:2]2[CH2:3][CH2:4][CH2:5][CH2:6][O:1]2)[C:19]([C:20]#[N:21])=[CH:18][N:17]=1, predict the reactants needed to synthesize it. (2) Given the product [Cl:16][C:4]1[N:3]=[C:2]2[N:18]([CH3:17])[N:19]=[C:8]([C:10]3[CH:15]=[CH:14][CH:13]=[CH:12][CH:11]=3)[C:7]2=[CH:6][CH:5]=1, predict the reactants needed to synthesize it. The reactants are: Cl[C:2]1[C:7]([C:8]([C:10]2[CH:15]=[CH:14][CH:13]=[CH:12][CH:11]=2)=O)=[CH:6][CH:5]=[C:4]([Cl:16])[N:3]=1.[CH3:17][NH:18][NH2:19].